This data is from Full USPTO retrosynthesis dataset with 1.9M reactions from patents (1976-2016). The task is: Predict the reactants needed to synthesize the given product. (1) Given the product [OH:28][CH2:27][CH2:26][CH2:25][S:24][C:2]1[C:11]2[C:6](=[CH:7][CH:8]=[C:9]([I:12])[CH:10]=2)[N:5]=[CH:4][C:3]=1[C:13]#[N:14], predict the reactants needed to synthesize it. The reactants are: Cl[C:2]1[C:11]2[C:6](=[CH:7][CH:8]=[C:9]([I:12])[CH:10]=2)[N:5]=[CH:4][C:3]=1[C:13]#[N:14].CCN(C(C)C)C(C)C.[SH:24][CH2:25][CH2:26][CH2:27][OH:28]. (2) Given the product [ClH:23].[CH:13]([O:12][C:9]1[CH:10]=[C:11]2[C:6](=[CH:7][CH:8]=1)[CH2:5][NH:4][CH2:3][CH:2]2[OH:1])([CH3:15])[CH3:14], predict the reactants needed to synthesize it. The reactants are: [OH:1][CH:2]1[C:11]2[C:6](=[CH:7][CH:8]=[C:9]([O:12][CH:13]([CH3:15])[CH3:14])[CH:10]=2)[CH2:5][N:4](C(OC(C)(C)C)=O)[CH2:3]1.[ClH:23].O1CCOCC1. (3) Given the product [Br:1][C:2]1[C:3]([Cl:19])=[N:4][C:5]([CH3:15])=[CH:6][C:7]=1[C:8]1[CH:13]=[CH:12][C:11]([Cl:14])=[CH:10][CH:9]=1, predict the reactants needed to synthesize it. The reactants are: [Br:1][C:2]1[C:3](=O)[NH:4][C:5]([CH3:15])=[CH:6][C:7]=1[C:8]1[CH:13]=[CH:12][C:11]([Cl:14])=[CH:10][CH:9]=1.P(Cl)(Cl)([Cl:19])=O. (4) Given the product [C:2]([C:6]1[CH:10]=[CH:9][N:8]([CH2:11][C:17]([CH2:16][CH2:15][C:14]([F:13])([F:22])[F:23])([C:18]#[N:19])[C:20]#[N:21])[N:7]=1)([CH3:5])([CH3:4])[CH3:3], predict the reactants needed to synthesize it. The reactants are: Cl.[C:2]([C:6]1[CH:10]=[CH:9][N:8]([CH2:11]Cl)[N:7]=1)([CH3:5])([CH3:4])[CH3:3].[F:13][C:14]([F:23])([F:22])[CH2:15][CH2:16][CH:17]([C:20]#[N:21])[C:18]#[N:19].C(=O)([O-])[O-].[K+].[K+].O. (5) Given the product [Br:1][CH2:2][C:3]1[CH:12]=[CH:11][C:6]([CH2:7][OH:8])=[CH:5][CH:4]=1, predict the reactants needed to synthesize it. The reactants are: [Br:1][CH2:2][C:3]1[CH:12]=[CH:11][C:6]([C:7](OC)=[O:8])=[CH:5][CH:4]=1.CC(C[AlH]CC(C)C)C. (6) Given the product [NH2:11][CH2:10][C:9]1[CH:19]=[CH:20][C:6]([NH:5][S:2]([CH3:1])(=[O:4])=[O:3])=[C:7]([CH:21]=[CH2:22])[CH:8]=1, predict the reactants needed to synthesize it. The reactants are: [CH3:1][S:2]([NH:5][C:6]1[CH:20]=[CH:19][C:9]([CH2:10][NH:11]C(=O)OC(C)(C)C)=[CH:8][C:7]=1[CH:21]=[CH2:22])(=[O:4])=[O:3].C(O)(C(F)(F)F)=O. (7) Given the product [NH2:29][CH2:28][CH2:27][NH:30][C:11]1[CH:10]=[C:9]2[C:4]([C:5](=[O:26])[C:6]([C:24]#[N:25])=[CH:7][N:8]2[CH2:13][C:14]2[CH:19]=[CH:18][C:17]([C:20]([F:23])([F:21])[F:22])=[CH:16][CH:15]=2)=[CH:3][C:2]=1[F:1], predict the reactants needed to synthesize it. The reactants are: [F:1][C:2]1[CH:3]=[C:4]2[C:9](=[CH:10][C:11]=1F)[N:8]([CH2:13][C:14]1[CH:19]=[CH:18][C:17]([C:20]([F:23])([F:22])[F:21])=[CH:16][CH:15]=1)[CH:7]=[C:6]([C:24]#[N:25])[C:5]2=[O:26].[CH2:27]([NH2:30])[CH2:28][NH2:29]. (8) Given the product [CH:1]1([CH2:4][N:5]2[CH2:10][CH2:9][CH:8]([N:11]3[CH2:12][CH:13]([NH2:15])[CH2:14]3)[CH2:7][CH2:6]2)[CH2:2][CH2:3]1, predict the reactants needed to synthesize it. The reactants are: [CH:1]1([CH2:4][N:5]2[CH2:10][CH2:9][CH:8]([N:11]3[CH2:14][CH:13]([NH:15]C(=O)OC(C)(C)C)[CH2:12]3)[CH2:7][CH2:6]2)[CH2:3][CH2:2]1.Cl. (9) Given the product [Cl:1][C:2]1[N:7]=[C:6]([N:14]([CH3:13])[C:15]2[CH:20]=[CH:19][C:18]([O:21][C:22]([F:23])([F:24])[F:25])=[CH:17][CH:16]=2)[CH:5]=[C:4]([C:9]([F:12])([F:11])[F:10])[N:3]=1, predict the reactants needed to synthesize it. The reactants are: [Cl:1][C:2]1[N:7]=[C:6](Cl)[CH:5]=[C:4]([C:9]([F:12])([F:11])[F:10])[N:3]=1.[CH3:13][NH:14][C:15]1[CH:20]=[CH:19][C:18]([O:21][C:22]([F:25])([F:24])[F:23])=[CH:17][CH:16]=1.C(N(C(C)C)CC)(C)C.